From a dataset of Forward reaction prediction with 1.9M reactions from USPTO patents (1976-2016). Predict the product of the given reaction. (1) Given the reactants Br[C:2]1[S:6][C:5]([C:7]2[N:12]=[C:11]([NH:13][C:14]3[CH:19]=[CH:18][C:17]([CH2:20][C:21]([O:23][CH2:24][CH3:25])=[O:22])=[CH:16][CH:15]=3)[C:10]([CH2:26][CH3:27])=[C:9]([CH3:28])[N:8]=2)=[CH:4][CH:3]=1.[I-:29].[Na+].CN[C@H]1CCCC[C@@H]1NC.N, predict the reaction product. The product is: [CH2:26]([C:10]1[C:11]([NH:13][C:14]2[CH:19]=[CH:18][C:17]([CH2:20][C:21]([O:23][CH2:24][CH3:25])=[O:22])=[CH:16][CH:15]=2)=[N:12][C:7]([C:5]2[S:6][C:2]([I:29])=[CH:3][CH:4]=2)=[N:8][C:9]=1[CH3:28])[CH3:27]. (2) Given the reactants [OH:1][CH2:2][C:3]1[CH:8]=[CH:7][C:6]([N+:9]([O-])=O)=[CH:5][C:4]=1[NH:12][C:13]1[N:18]=[C:17]([C:19]2[CH:20]=[N:21][CH:22]=[CH:23][CH:24]=2)[CH:16]=[CH:15][N:14]=1.[H][H], predict the reaction product. The product is: [NH2:9][C:6]1[CH:7]=[CH:8][C:3]([CH2:2][OH:1])=[C:4]([NH:12][C:13]2[N:18]=[C:17]([C:19]3[CH:20]=[N:21][CH:22]=[CH:23][CH:24]=3)[CH:16]=[CH:15][N:14]=2)[CH:5]=1. (3) Given the reactants [C:1]([O:5][C:6]([N:8]1[CH2:12][CH2:11][C@@H:10]([CH2:13][OH:14])[CH2:9]1)=[O:7])([CH3:4])([CH3:3])[CH3:2].[Br-].[Na+].Cl[O-].[Na+].C(=O)(O)[O-].[Na+], predict the reaction product. The product is: [C:1]([O:5][C:6]([N:8]1[CH2:12][CH2:11][C@@H:10]([CH:13]=[O:14])[CH2:9]1)=[O:7])([CH3:4])([CH3:3])[CH3:2]. (4) Given the reactants [C:1]1([C:7]2[C:11]3[CH2:12][NH:13][CH2:14][CH2:15][C:10]=3[NH:9][N:8]=2)[CH:6]=[CH:5][CH:4]=[CH:3][CH:2]=1.[O:16]([CH:23]([CH3:27])[C:24](O)=[O:25])[C:17]1[CH:22]=[CH:21][CH:20]=[CH:19][CH:18]=1.CN(C(ON1N=NC2C=CC=NC1=2)=[N+](C)C)C.F[P-](F)(F)(F)(F)F.CCN(C(C)C)C(C)C, predict the reaction product. The product is: [O:16]([CH:23]([CH3:27])[C:24]([N:13]1[CH2:14][CH2:15][C:10]2[NH:9][N:8]=[C:7]([C:1]3[CH:2]=[CH:3][CH:4]=[CH:5][CH:6]=3)[C:11]=2[CH2:12]1)=[O:25])[C:17]1[CH:22]=[CH:21][CH:20]=[CH:19][CH:18]=1. (5) Given the reactants [NH:1]1[CH2:5][CH2:4][C@@H:3]([NH:6][C:7]2[C:12]([C:13]3[N:14]=[C:15]4[CH:21]=[CH:20][N:19]([CH2:22][O:23][CH2:24][CH2:25][Si:26]([CH3:29])([CH3:28])[CH3:27])[C:16]4=[N:17][CH:18]=3)=[CH:11][CH:10]=[CH:9][N:8]=2)[CH2:2]1.[CH2:30]([S:33](Cl)(=[O:35])=[O:34])[CH2:31][CH3:32], predict the reaction product. The product is: [CH2:30]([S:33]([N:1]1[CH2:5][CH2:4][C@@H:3]([NH:6][C:7]2[C:12]([C:13]3[N:14]=[C:15]4[CH:21]=[CH:20][N:19]([CH2:22][O:23][CH2:24][CH2:25][Si:26]([CH3:29])([CH3:28])[CH3:27])[C:16]4=[N:17][CH:18]=3)=[CH:11][CH:10]=[CH:9][N:8]=2)[CH2:2]1)(=[O:35])=[O:34])[CH2:31][CH3:32]. (6) Given the reactants [CH2:1]([C:3]([C:19]1[CH:24]=[CH:23][C:22](/[CH:25]=[CH:26]/[C:27]([O:29]C(C)(C)C)=[O:28])=[CH:21][CH:20]=1)=[C:4]([C:12]1[CH:17]=[CH:16][C:15]([OH:18])=[CH:14][CH:13]=1)[C:5]1[CH:10]=[CH:9][C:8]([OH:11])=[CH:7][CH:6]=1)[CH3:2].C(C(O)=O)(F)(F)F, predict the reaction product. The product is: [CH2:1]([C:3]([C:19]1[CH:20]=[CH:21][C:22](/[CH:25]=[CH:26]/[C:27]([OH:29])=[O:28])=[CH:23][CH:24]=1)=[C:4]([C:5]1[CH:10]=[CH:9][C:8]([OH:11])=[CH:7][CH:6]=1)[C:12]1[CH:13]=[CH:14][C:15]([OH:18])=[CH:16][CH:17]=1)[CH3:2]. (7) Given the reactants [Cl:1][C:2]1[CH:3]=[C:4](I)[C:5]2[O:10][CH:9]([C:11]([F:14])([F:13])[F:12])[C:8]([C:15]([O:17][CH2:18][CH3:19])=[O:16])=[CH:7][C:6]=2[CH:20]=1.C(=O)([O-])[O-].[K+].[K+].[Cl:28][C:29]1[CH:34]=[CH:33][C:32](B(O)O)=[CH:31][CH:30]=1.C1(C)C=CC=CC=1, predict the reaction product. The product is: [Cl:1][C:2]1[CH:3]=[C:4]([C:32]2[CH:33]=[CH:34][C:29]([Cl:28])=[CH:30][CH:31]=2)[C:5]2[O:10][CH:9]([C:11]([F:14])([F:13])[F:12])[C:8]([C:15]([O:17][CH2:18][CH3:19])=[O:16])=[CH:7][C:6]=2[CH:20]=1. (8) The product is: [NH2:1][C:2]1[CH:7]=[CH:6][CH:5]=[C:4]([NH:8][C:26]([NH:25][C:19]2[CH:20]=[CH:21][C:22]([Cl:24])=[CH:23][C:18]=2[Cl:17])=[S:27])[C:3]=1[NH:9][CH2:10][CH2:11][C:12]([O:14][CH2:15][CH3:16])=[O:13]. Given the reactants [NH2:1][C:2]1[CH:7]=[CH:6][CH:5]=[C:4]([NH2:8])[C:3]=1[NH:9][CH2:10][CH2:11][C:12]([O:14][CH2:15][CH3:16])=[O:13].[Cl:17][C:18]1[CH:23]=[C:22]([Cl:24])[CH:21]=[CH:20][C:19]=1[N:25]=[C:26]=[S:27], predict the reaction product. (9) Given the reactants Br.C[O:3][C:4]1[CH:5]=[C:6]2[C:11](=[C:12]3[CH2:16][C:15]([CH3:18])([CH3:17])[O:14][C:13]=13)[C:10]([C:19]1[CH:24]=[CH:23][CH:22]=[CH:21][CH:20]=1)=[N:9][C:8]([CH3:26])([CH3:25])[CH2:7]2.N, predict the reaction product. The product is: [CH3:25][C:8]1([CH3:26])[CH2:7][C:6]2[C:11](=[C:12]3[CH2:16][C:15]([CH3:17])([CH3:18])[O:14][C:13]3=[C:4]([OH:3])[CH:5]=2)[C:10]([C:19]2[CH:20]=[CH:21][CH:22]=[CH:23][CH:24]=2)=[N:9]1.